From a dataset of Forward reaction prediction with 1.9M reactions from USPTO patents (1976-2016). Predict the product of the given reaction. (1) The product is: [CH3:14][O:15][C:16](=[O:30])[CH2:17][C:18]1[C:22]2[C:23]([Cl:29])=[CH:24][C:25]([O:28][CH2:38][C:37]3[C:32]([CH3:31])=[N:33][C:34]([C:40]([F:43])([F:41])[F:42])=[CH:35][CH:36]=3)=[C:26]([Cl:27])[C:21]=2[S:20][CH:19]=1. Given the reactants C(P(CCCC)CCCC)CCC.[CH3:14][O:15][C:16](=[O:30])[CH2:17][C:18]1[C:22]2[C:23]([Cl:29])=[CH:24][C:25]([OH:28])=[C:26]([Cl:27])[C:21]=2[S:20][CH:19]=1.[CH3:31][C:32]1[C:37]([CH2:38]O)=[CH:36][CH:35]=[C:34]([C:40]([F:43])([F:42])[F:41])[N:33]=1.C1CCN(C(N=NC(N2CCCCC2)=O)=O)CC1, predict the reaction product. (2) Given the reactants [OH-].[Li+].[C:3]([NH:6][C:7]1[N:8]=[CH:9][C:10]2[C:15]([CH:16]=1)=[CH:14][C:13]([NH:17][CH:18]([C:23]1[CH:28]=[CH:27][C:26]([O:29][CH:30]([CH3:32])[CH3:31])=[C:25]([O:33][CH2:34][CH3:35])[CH:24]=1)[C:19]([O:21]C)=[O:20])=[CH:12][CH:11]=2)(=[O:5])[CH3:4], predict the reaction product. The product is: [C:3]([NH:6][C:7]1[N:8]=[CH:9][C:10]2[C:15]([CH:16]=1)=[CH:14][C:13]([NH:17][CH:18]([C:23]1[CH:28]=[CH:27][C:26]([O:29][CH:30]([CH3:32])[CH3:31])=[C:25]([O:33][CH2:34][CH3:35])[CH:24]=1)[C:19]([OH:21])=[O:20])=[CH:12][CH:11]=2)(=[O:5])[CH3:4]. (3) Given the reactants C[O:2][C:3]([C:5]1[N:6]=[CH:7][C:8]2[C:9](=[O:23])[N:10]([CH2:16][C:17]3[CH:22]=[CH:21][CH:20]=[CH:19][CH:18]=3)[CH:11]=[CH:12][C:13]=2[C:14]=1[OH:15])=O.Cl.[NH2:25][CH2:26][CH2:27][N:28]([CH3:33])[S:29]([CH3:32])(=[O:31])=[O:30].C[O-].[Na+], predict the reaction product. The product is: [CH3:32][S:29]([N:28]([CH3:33])[CH2:27][CH2:26][NH:25][C:3]([C:5]1[N:6]=[CH:7][C:8]2[C:9](=[O:23])[N:10]([CH2:16][C:17]3[CH:18]=[CH:19][CH:20]=[CH:21][CH:22]=3)[CH:11]=[CH:12][C:13]=2[C:14]=1[OH:15])=[O:2])(=[O:31])=[O:30].